From a dataset of Full USPTO retrosynthesis dataset with 1.9M reactions from patents (1976-2016). Predict the reactants needed to synthesize the given product. (1) Given the product [CH2:1]1[N:6]([C:7]2[CH:17]=[CH:16][C:10]([C:11]([NH:22][NH2:23])=[O:12])=[CH:9][CH:8]=2)[CH2:5][CH2:4][N:3]2[CH2:18][CH2:19][CH2:20][CH:2]12, predict the reactants needed to synthesize it. The reactants are: [CH2:1]1[N:6]([C:7]2[CH:17]=[CH:16][C:10]([C:11](OCC)=[O:12])=[CH:9][CH:8]=2)[CH2:5][CH2:4][N:3]2[CH2:18][CH2:19][CH2:20][CH:2]12.O.[NH2:22][NH2:23].O. (2) Given the product [CH3:5][C:6]12[O:12][CH:7]1[CH2:8][CH2:9][CH2:10][C:11]2=[O:1], predict the reactants needed to synthesize it. The reactants are: [OH-:1].[Na+].OO.[CH3:5][C:6]1[C:7](=[O:12])[CH2:8][CH2:9][CH2:10][CH:11]=1.